This data is from Reaction yield outcomes from USPTO patents with 853,638 reactions. The task is: Predict the reaction yield, written as a fraction of the theoretical maximum amount of product (1.0 means a 100% yield; for example, 0.34 means a 34% yield). (1) The reactants are [CH3:1][O:2][C:3]1[CH:8]=[CH:7][C:6]([S:9]([C:12]2[C:17]([CH2:18][C:19]3[C:27]4[C:26](=[O:28])[CH2:25][C:24]([CH3:30])([CH3:29])[CH2:23][C:22]=4[N:21]([CH2:31][C:32]([O:34]CC)=[O:33])[C:20]=3[CH3:37])=[CH:16][CH:15]=[CH:14][N:13]=2)(=[O:11])=[O:10])=[CH:5][CH:4]=1.[OH-].[Na+]. The catalyst is O.C1COCC1. The product is [CH3:1][O:2][C:3]1[CH:4]=[CH:5][C:6]([S:9]([C:12]2[C:17]([CH2:18][C:19]3[C:27]4[C:26](=[O:28])[CH2:25][C:24]([CH3:30])([CH3:29])[CH2:23][C:22]=4[N:21]([CH2:31][C:32]([OH:34])=[O:33])[C:20]=3[CH3:37])=[CH:16][CH:15]=[CH:14][N:13]=2)(=[O:11])=[O:10])=[CH:7][CH:8]=1. The yield is 0.590. (2) The reactants are [N:1]1([C:20]([O:22][C:23]([CH3:26])([CH3:25])[CH3:24])=[O:21])[CH2:6][CH2:5][C:4]2([CH:15]=[C:14]([C:16]([O:18][CH3:19])=[O:17])[C:13]3[C:8](=[CH:9][CH:10]=[CH:11][CH:12]=3)[O:7]2)[CH2:3][CH2:2]1. The catalyst is [Pd].CC(O)C. The product is [N:1]1([C:20]([O:22][C:23]([CH3:26])([CH3:25])[CH3:24])=[O:21])[CH2:2][CH2:3][C:4]2([CH2:15][CH:14]([C:16]([O:18][CH3:19])=[O:17])[C:13]3[C:8](=[CH:9][CH:10]=[CH:11][CH:12]=3)[O:7]2)[CH2:5][CH2:6]1. The yield is 0.920. (3) The reactants are [C:1]1([CH:7]2[N:12]3[C:13](=[O:19])[NH:14][C:15]4=[CH:16][CH:17]=[CH:18][C:10](=[C:11]34)[O:9][CH2:8]2)[CH:6]=[CH:5][CH:4]=[CH:3][CH:2]=1.[Br:20]N1C(=O)CCC1=O. The catalyst is CC(O)=O. The product is [Br:20][C:18]1[C:10]2[O:9][CH2:8][CH:7]([C:1]3[CH:2]=[CH:3][CH:4]=[CH:5][CH:6]=3)[N:12]3[C:13](=[O:19])[NH:14][C:15]([C:11]=23)=[CH:16][CH:17]=1. The yield is 0.600. (4) The yield is 0.820. The reactants are [Cl:1][C:2]1[CH:7]=[C:6](I)[CH:5]=[C:4]([Cl:9])[N:3]=1.[F:10][C:11]([F:18])([F:17])[C:12](B(O)O)=[CH2:13].C(=O)([O-])[O-].[K+].[K+]. The catalyst is C1COCC1.O. The product is [Cl:1][C:2]1[CH:7]=[C:6]([C:12]([C:11]([F:18])([F:17])[F:10])=[CH2:13])[CH:5]=[C:4]([Cl:9])[N:3]=1. (5) The reactants are [F:1][C:2]1[CH:3]=[C:4]([NH:11]C(=O)C(C)(C)C)[CH:5]=[CH:6][C:7]=1[N+:8]([O-:10])=[O:9].C(=O)([O-])[O-].[K+].[K+]. The catalyst is C(Cl)Cl.Cl.C(OCC)(=O)C. The product is [F:1][C:2]1[CH:3]=[C:4]([CH:5]=[CH:6][C:7]=1[N+:8]([O-:10])=[O:9])[NH2:11]. The yield is 0.990. (6) The reactants are [F:1][C:2]1[CH:7]=[CH:6][C:5]([C@H:8]2[C@H:12]([N+:13]([O-])=O)[CH2:11][N:10]([CH2:16][CH2:17][O:18][CH3:19])[CH2:9]2)=[CH:4][CH:3]=1. The catalyst is CCO.[Pt](=O)=O. The product is [F:1][C:2]1[CH:7]=[CH:6][C:5]([C@@H:8]2[CH2:9][N:10]([CH2:16][CH2:17][O:18][CH3:19])[CH2:11][C@H:12]2[NH2:13])=[CH:4][CH:3]=1. The yield is 0.950.